This data is from Full USPTO retrosynthesis dataset with 1.9M reactions from patents (1976-2016). The task is: Predict the reactants needed to synthesize the given product. (1) Given the product [CH2:1]([O:8][C:9]1[CH:14]=[C:13]([C:2]2[CH:7]=[CH:6][CH:5]=[C:4]([CH2:50][N:51]([CH3:54])[C:52](=[O:53])[CH2:31][CH2:30][CH2:29][CH2:28][CH2:27][CH2:23][CH3:22])[CH:3]=2)[CH:12]=[CH:11][C:10]=1[CH:16]=[CH:17][C:18]([O:20][CH3:21])=[O:19])[C:2]1[CH:7]=[CH:6][CH:5]=[CH:4][CH:3]=1, predict the reactants needed to synthesize it. The reactants are: [CH2:1]([O:8][C:9]1[CH:14]=[C:13](I)[CH:12]=[CH:11][C:10]=1[CH:16]=[CH:17][C:18]([O:20][CH3:21])=[O:19])[C:2]1[CH:7]=[CH:6][CH:5]=[CH:4][CH:3]=1.[CH3:22][C:23](CC1C=CC=C(B2OC(C)(C)C(C)(C)O2)C=1)([CH2:27][CH2:28][CH2:29][CH2:30][CH2:31]C)C(N)=O.O.[CH3:50][N:51]([CH3:54])[CH:52]=[O:53]. (2) Given the product [I:39][CH2:13][C@@H:10]1[CH2:11][CH2:12][C@H:7]([C:1]2[CH:6]=[CH:5][CH:4]=[CH:3][CH:2]=2)[CH2:8][CH2:9]1, predict the reactants needed to synthesize it. The reactants are: [C:1]1([C@@H:7]2[CH2:12][CH2:11][C@H:10]([CH2:13]O)[CH2:9][CH2:8]2)[CH:6]=[CH:5][CH:4]=[CH:3][CH:2]=1.C1(P(C2C=CC=CC=2)C2C=CC=CC=2)C=CC=CC=1.N1C=CN=C1.[I:39]I. (3) Given the product [CH2:30]([C:28]1[C:27]([CH2:34][CH:35]([CH3:37])[CH3:36])=[CH:26][C:25]2[N:12]=[C:8]3[N:7]([C:24]=2[CH:29]=1)[C:6]1[CH:13]=[CH:14][CH:15]=[CH:16][C:5]=1[C:4]1[N:3]=[C:2]([CH3:1])[CH:11]=[CH:10][C:9]3=1)[CH:31]([CH3:33])[CH3:32], predict the reactants needed to synthesize it. The reactants are: [CH3:1][C:2]1[CH:11]=[CH:10][C:9]2[C:8]([NH2:12])=[N:7][C:6]3[CH:13]=[CH:14][CH:15]=[CH:16][C:5]=3[C:4]=2[N:3]=1.C(=O)([O-])[O-].[Cs+].[Cs+].I[C:24]1[CH:29]=[C:28]([CH2:30][CH:31]([CH3:33])[CH3:32])[C:27]([CH2:34][CH:35]([CH3:37])[CH3:36])=[CH:26][C:25]=1I.CNCCNC.